From a dataset of Reaction yield outcomes from USPTO patents with 853,638 reactions. Predict the reaction yield, written as a fraction of the theoretical maximum amount of product (1.0 means a 100% yield; for example, 0.34 means a 34% yield). (1) The reactants are [Br:1][C:2]1[CH:7]=[CH:6][C:5]([NH:8][C:9]2[C:14]([C:15]([NH:17][NH2:18])=[O:16])=[CH:13][N:12]3[CH:19]=[CH:20][N:21]=[C:11]3[C:10]=2[Cl:22])=[C:4]([F:23])[CH:3]=1.[Cl:24][CH2:25][C:26](Cl)=[O:27]. The catalyst is ClCCl.C(OCC)(=O)C. The product is [Cl:24][CH2:25][C:26]([NH:18][NH:17][C:15]([C:14]1[C:9]([NH:8][C:5]2[CH:6]=[CH:7][C:2]([Br:1])=[CH:3][C:4]=2[F:23])=[C:10]([Cl:22])[C:11]2[N:12]([CH:19]=[CH:20][N:21]=2)[CH:13]=1)=[O:16])=[O:27]. The yield is 0.540. (2) The product is [CH3:32][O:31][C:3]1[CH:4]=[C:5]([CH:29]=[CH:30][C:2]=1[O:1][CH2:40][C:41]1[CH:46]=[N:45][C:44]([O:47][CH3:48])=[CH:43][CH:42]=1)[CH2:6][N:7]1[C:11]2[CH:12]=[CH:13][C:14]([CH:16]3[CH2:21][CH2:20][N:19]([C:22]([O:24][C:25]([CH3:27])([CH3:28])[CH3:26])=[O:23])[CH2:18][CH2:17]3)=[CH:15][C:10]=2[N:9]=[CH:8]1. The reactants are [OH:1][C:2]1[CH:30]=[CH:29][C:5]([CH2:6][N:7]2[C:11]3[CH:12]=[CH:13][C:14]([CH:16]4[CH2:21][CH2:20][N:19]([C:22]([O:24][C:25]([CH3:28])([CH3:27])[CH3:26])=[O:23])[CH2:18][CH2:17]4)=[CH:15][C:10]=3[N:9]=[CH:8]2)=[CH:4][C:3]=1[O:31][CH3:32].C(=O)([O-])[O-].[K+].[K+].Cl[CH2:40][C:41]1[CH:42]=[CH:43][C:44]([O:47][CH3:48])=[N:45][CH:46]=1. The yield is 0.820. The catalyst is CN(C)C=O.[Cl-].[NH4+].